Predict the reaction yield, written as a fraction of the theoretical maximum amount of product (1.0 means a 100% yield; for example, 0.34 means a 34% yield). From a dataset of Reaction yield outcomes from USPTO patents with 853,638 reactions. The reactants are [H-].[Na+].[Cl:3][C:4]1[CH:9]=[CH:8][N:7]=[C:6]([O:10][CH3:11])[C:5]=1[C:12]1[NH:25][C:15]2=[CH:16][C:17]3[C:18](=[O:24])[NH:19][C:20](=[O:23])[C:21]=3[CH:22]=[C:14]2[N:13]=1.[CH3:26]I.O. The catalyst is CN(C=O)C. The product is [Cl:3][C:4]1[CH:9]=[CH:8][N:7]=[C:6]([O:10][CH3:11])[C:5]=1[C:12]1[N:13]([CH3:26])[C:14]2=[CH:22][C:21]3[C:20](=[O:23])[NH:19][C:18](=[O:24])[C:17]=3[CH:16]=[C:15]2[N:25]=1. The yield is 0.654.